Dataset: Peptide-MHC class II binding affinity with 134,281 pairs from IEDB. Task: Regression. Given a peptide amino acid sequence and an MHC pseudo amino acid sequence, predict their binding affinity value. This is MHC class II binding data. (1) The peptide sequence is VWRIDTPDKLTGPFT. The MHC is HLA-DPA10201-DPB11401 with pseudo-sequence HLA-DPA10201-DPB11401. The binding affinity (normalized) is 0.148. (2) The peptide sequence is LVGPTPINIIGRNLLTQIGC. The MHC is HLA-DQA10401-DQB10402 with pseudo-sequence HLA-DQA10401-DQB10402. The binding affinity (normalized) is 0. (3) The binding affinity (normalized) is 0.334. The MHC is DRB1_0901 with pseudo-sequence DRB1_0901. The peptide sequence is SKLTYENVKMEDVGY. (4) The peptide sequence is STEQNVPDPQVGITT. The MHC is HLA-DPA10201-DPB10101 with pseudo-sequence HLA-DPA10201-DPB10101. The binding affinity (normalized) is 0. (5) The peptide sequence is GELQILDKIDAAFKI. The MHC is DRB1_1201 with pseudo-sequence DRB1_1201. The binding affinity (normalized) is 0.636. (6) The MHC is DRB5_0101 with pseudo-sequence DRB5_0101. The peptide sequence is LSYRSLQPETFAVVD. The binding affinity (normalized) is 0.453. (7) The peptide sequence is AFKVAATAANAAPIN. The MHC is DRB1_0802 with pseudo-sequence DRB1_0802. The binding affinity (normalized) is 0.769. (8) The peptide sequence is INEPTAAAIAYGHDR. The MHC is HLA-DQA10401-DQB10402 with pseudo-sequence HLA-DQA10401-DQB10402. The binding affinity (normalized) is 0.350. (9) The peptide sequence is KVGEVCSFYADPKRY. The MHC is DRB1_0101 with pseudo-sequence DRB1_0101. The binding affinity (normalized) is 0.741. (10) The peptide sequence is AAAQASAAAAAYEAA. The MHC is HLA-DQA10301-DQB10302 with pseudo-sequence HLA-DQA10301-DQB10302. The binding affinity (normalized) is 0.200.